This data is from Peptide-MHC class I binding affinity with 185,985 pairs from IEDB/IMGT. The task is: Regression. Given a peptide amino acid sequence and an MHC pseudo amino acid sequence, predict their binding affinity value. This is MHC class I binding data. The peptide sequence is FGSGWTWVV. The MHC is HLA-B27:05 with pseudo-sequence HLA-B27:05. The binding affinity (normalized) is 0.0847.